This data is from Reaction yield outcomes from USPTO patents with 853,638 reactions. The task is: Predict the reaction yield, written as a fraction of the theoretical maximum amount of product (1.0 means a 100% yield; for example, 0.34 means a 34% yield). (1) The reactants are [Cl:1][C:2]1[CH:7]=[C:6]([OH:8])[C:5]([Cl:9])=[CH:4][N:3]=1.C(=O)([O-])[O-].[Cs+].[Cs+].FC(F)(F)S(O[CH2:22][C:23]([F:26])([F:25])[F:24])(=O)=O.CCCCCCC.C(OCC)(=O)C. The yield is 0.880. The catalyst is CN(C=O)C. The product is [Cl:1][C:2]1[CH:7]=[C:6]([O:8][CH2:22][C:23]([F:26])([F:25])[F:24])[C:5]([Cl:9])=[CH:4][N:3]=1. (2) The reactants are C(NC(C)C)(C)C.[Li]CCCC.[S:13]1[CH:17]=[CH:16][N:15]=[C:14]1[C:18]1[CH:25]=[CH:24][C:21]([C:22]#[N:23])=[C:20]([C:26]([F:29])([F:28])[F:27])[CH:19]=1.[C:30]([C:33]1[CH:38]=[CH:37][N:36]=[CH:35][CH:34]=1)(=[O:32])[CH3:31]. The catalyst is C1COCC1. The product is [OH:32][C:30]([C:17]1[S:13][C:14]([C:18]2[CH:25]=[CH:24][C:21]([C:22]#[N:23])=[C:20]([C:26]([F:27])([F:28])[F:29])[CH:19]=2)=[N:15][CH:16]=1)([C:33]1[CH:38]=[CH:37][N:36]=[CH:35][CH:34]=1)[CH3:31]. The yield is 0.210. (3) The reactants are [NH2:1][C:2]1[CH:3]=[C:4]2[C:9](=[CH:10][C:11]=1[NH:12][CH2:13][CH3:14])[N:8]=[CH:7][N:6]=[C:5]2[N:15]1[CH2:20][CH2:19][N:18]([C:21](=[S:30])[NH:22][CH2:23][C:24]2[CH:29]=[CH:28][CH:27]=[CH:26][CH:25]=2)[CH2:17][CH2:16]1.C(N(CC)CC)C.[CH3:38][S:39](Cl)(=[O:41])=[O:40].[Cl-].[Na+]. The catalyst is CN(C)C=O.O. The product is [CH2:23]([NH:22][C:21]([N:18]1[CH2:19][CH2:20][N:15]([C:5]2[C:4]3[C:9](=[CH:10][C:11]([NH:12][CH2:13][CH3:14])=[C:2]([NH:1][S:39]([CH3:38])(=[O:41])=[O:40])[CH:3]=3)[N:8]=[CH:7][N:6]=2)[CH2:16][CH2:17]1)=[S:30])[C:24]1[CH:29]=[CH:28][CH:27]=[CH:26][CH:25]=1. The yield is 0.0600. (4) The reactants are [CH2:1]([N:8]1[CH2:13][CH:12]2[CH:10]([CH:11]2[CH2:14][OH:15])[CH2:9]1)[C:2]1[CH:7]=[CH:6][CH:5]=[CH:4][CH:3]=1.C(N(CC)CC)C.[CH3:23][S:24](Cl)(=[O:26])=[O:25]. The catalyst is ClCCl. The product is [CH2:1]([N:8]1[CH2:13][CH:12]2[CH:10]([CH:11]2[CH2:14][O:15][S:24]([CH3:23])(=[O:26])=[O:25])[CH2:9]1)[C:2]1[CH:3]=[CH:4][CH:5]=[CH:6][CH:7]=1. The yield is 0.300.